Dataset: Reaction yield outcomes from USPTO patents with 853,638 reactions. Task: Predict the reaction yield, written as a fraction of the theoretical maximum amount of product (1.0 means a 100% yield; for example, 0.34 means a 34% yield). (1) The product is [CH:19]1([NH:24][C:25]([NH:18][C:10]2[CH:9]=[CH:8][C:13]([S:14]([NH2:17])(=[O:15])=[O:16])=[CH:12][CH:11]=2)=[O:26])[CH2:23][CH2:22][CH2:21][CH2:20]1. No catalyst specified. The reactants are NC1C=CC([C:8]2[C:13]([S:14]([NH2:17])(=[O:16])=[O:15])=[CH:12][CH:11]=[C:10]([NH2:18])[CH:9]=2)=CC=1.[CH:19]1([N:24]=[C:25]=[O:26])[CH2:23][CH2:22][CH2:21][CH2:20]1.[K+].[Br-].NC(N)=O. The yield is 0.688. (2) The reactants are [CH3:1][C:2]([CH3:63])([CH2:10][C:11]([O:13][C@H:14]1[CH2:31][CH2:30][C@@:29]2([CH3:32])[C@@H:16]([CH2:17][CH2:18][C@:19]3([CH3:60])[C@@H:28]2[CH2:27][CH2:26][C@H:25]2[C@@:20]3([CH3:59])[CH2:21][CH2:22][C@@:23]3([C@@H:40]([OH:58])[CH2:41][N:42](C(OC(C)(C)C)=O)[CH2:43][C:44]4[CH:49]=[CH:48][C:47]([Cl:50])=[CH:46][CH:45]=4)[CH2:35][C:34](=[O:36])[C:33]([CH:37]([CH3:39])[CH3:38])=[C:24]32)[C:15]1([CH3:62])[CH3:61])=[O:12])[C:3]([O:5]C(C)(C)C)=[O:4].C(O)(C(F)(F)F)=O. The catalyst is C(Cl)Cl. The product is [Cl:50][C:47]1[CH:46]=[CH:45][C:44]([CH2:43][NH:42][CH2:41][C@@H:40]([C@:23]23[CH2:35][C:34](=[O:36])[C:33]([CH:37]([CH3:38])[CH3:39])=[C:24]2[C@@H:25]2[C@@:20]([CH3:59])([CH2:21][CH2:22]3)[C@@:19]3([CH3:60])[C@@H:28]([C@:29]4([CH3:32])[C@@H:16]([CH2:17][CH2:18]3)[C:15]([CH3:61])([CH3:62])[C@@H:14]([O:13][C:11](=[O:12])[CH2:10][C:2]([CH3:1])([CH3:63])[C:3]([OH:5])=[O:4])[CH2:31][CH2:30]4)[CH2:27][CH2:26]2)[OH:58])=[CH:49][CH:48]=1. The yield is 0.404.